From a dataset of Catalyst prediction with 721,799 reactions and 888 catalyst types from USPTO. Predict which catalyst facilitates the given reaction. (1) Reactant: [F:1][C:2]1[CH:20]=[CH:19][C:5]([CH2:6][N:7]2[CH2:13][CH:12]3[N:14]([C:15](=[O:18])[CH2:16][OH:17])[CH:9]([CH2:10][CH2:11]3)[CH2:8]2)=[CH:4][CH:3]=1.[H-].[Na+].Cl[C:24]1[C:29]([N+:30]([O-:32])=[O:31])=[CH:28][C:27]([Cl:33])=[CH:26][N:25]=1. Product: [Cl:33][C:27]1[CH:28]=[C:29]([N+:30]([O-:32])=[O:31])[C:24]([O:17][CH2:16][C:15]([N:14]2[CH:9]3[CH2:10][CH2:11][CH:12]2[CH2:13][N:7]([CH2:6][C:5]2[CH:4]=[CH:3][C:2]([F:1])=[CH:20][CH:19]=2)[CH2:8]3)=[O:18])=[N:25][CH:26]=1. The catalyst class is: 11. (2) Reactant: Cl.[Cl:2][C:3]1[N:8]=[C:7]([CH:9]([CH3:13])[C:10]([OH:12])=O)[CH:6]=[CH:5][CH:4]=1.C(Cl)(=O)C(Cl)=O.[CH3:20][C:21]1[CH:26]=[C:25]([C:27]2[CH:32]=[CH:31][C:30]([NH2:33])=[CH:29][CH:28]=2)[CH:24]=[CH:23][N:22]=1.C(N(CC)CC)C. Product: [Cl:2][C:3]1[N:8]=[C:7]([CH:9]([CH3:13])[C:10]([NH:33][C:30]2[CH:29]=[CH:28][C:27]([C:25]3[CH:24]=[CH:23][N:22]=[C:21]([CH3:20])[CH:26]=3)=[CH:32][CH:31]=2)=[O:12])[CH:6]=[CH:5][CH:4]=1. The catalyst class is: 59. (3) Reactant: [Br:1][C:2]1[CH:7]=[CH:6][C:5](/[CH:8]=[CH:9]/[C:10]([N:12]2[CH:16]([CH3:17])[CH:15]([C:18]3[CH:23]=[CH:22][CH:21]=[CH:20][CH:19]=3)[O:14][C:13]2=[O:24])=[O:11])=[CH:4][CH:3]=1.[CH2:25]1COCC1. Product: [Br:1][C:2]1[CH:3]=[CH:4][C:5]([CH:8]2[CH2:25][CH:9]2[C:10]([N:12]2[C@@H:16]([CH3:17])[C@H:15]([C:18]3[CH:19]=[CH:20][CH:21]=[CH:22][CH:23]=3)[O:14][C:13]2=[O:24])=[O:11])=[CH:6][CH:7]=1. The catalyst class is: 318.